From a dataset of Forward reaction prediction with 1.9M reactions from USPTO patents (1976-2016). Predict the product of the given reaction. Given the reactants [CH2:1]([NH2:7])[CH2:2][CH2:3][CH2:4][CH2:5][CH3:6].Cl[C:9]([N:11]1[CH2:16][CH:15]([CH2:17][CH3:18])[O:14][C:13]2[CH:19]=[C:20]([C:23]3[CH:24]=[CH:25][C:26]([O:29][CH2:30][C:31]([CH3:37])([CH3:36])[C:32]([O:34][CH3:35])=[O:33])=[N:27][CH:28]=3)[CH:21]=[CH:22][C:12]1=2)=[O:10].C(N(C(C)C)C(C)C)C, predict the reaction product. The product is: [CH2:17]([CH:15]1[O:14][C:13]2[CH:19]=[C:20]([C:23]3[CH:24]=[CH:25][C:26]([O:29][CH2:30][C:31]([CH3:37])([CH3:36])[C:32]([O:34][CH3:35])=[O:33])=[N:27][CH:28]=3)[CH:21]=[CH:22][C:12]=2[N:11]([C:9](=[O:10])[NH:7][CH2:1][CH2:2][CH2:3][CH2:4][CH2:5][CH3:6])[CH2:16]1)[CH3:18].